The task is: Predict the product of the given reaction.. This data is from Forward reaction prediction with 1.9M reactions from USPTO patents (1976-2016). (1) Given the reactants [NH2:1][C:2]1[O:3][CH2:4][C@:5]2([C:19]3[C:14](=[N:15][CH:16]=[C:17]([C:20]#[C:21][C:22]([OH:25])([CH3:24])[CH3:23])[CH:18]=3)[O:13][C:12]3[C:7]2=[CH:8][C:9]([OH:26])=[CH:10][CH:11]=3)[N:6]=1.CO.[CH3:29]S(O)(=O)=O, predict the reaction product. The product is: [NH2:1][C:2]1[O:3][CH2:4][C@:5]2([C:19]3[C:14](=[N:15][CH:16]=[C:17]([C:20]#[C:21][C:22]([O:25][CH3:29])([CH3:23])[CH3:24])[CH:18]=3)[O:13][C:12]3[C:7]2=[CH:8][C:9]([OH:26])=[CH:10][CH:11]=3)[N:6]=1. (2) Given the reactants [H-].[Na+].[N+:3]([C:6]1[CH:14]=[CH:13][CH:12]=[C:11]2[C:7]=1[CH:8]=[CH:9][NH:10]2)([O-:5])=[O:4].[CH2:15]([O:17][C:18](=[O:21])[CH2:19]Br)[CH3:16].O, predict the reaction product. The product is: [CH2:15]([O:17][C:18](=[O:21])[CH2:19][N:10]1[C:11]2[C:7](=[C:6]([N+:3]([O-:5])=[O:4])[CH:14]=[CH:13][CH:12]=2)[CH:8]=[CH:9]1)[CH3:16].